Predict the reaction yield, written as a fraction of the theoretical maximum amount of product (1.0 means a 100% yield; for example, 0.34 means a 34% yield). From a dataset of Reaction yield outcomes from USPTO patents with 853,638 reactions. (1) The reactants are Br[C:2]1[CH:18]=[C:17]2[C:5]([CH2:6][CH2:7][C@@:8]32[C:13]([F:15])([F:14])[CH2:12][O:11][C:10]([NH2:16])=[N:9]3)=[CH:4][CH:3]=1.[C:19]([C:21]1[CH:22]=[C:23](B(O)O)[CH:24]=[CH:25][CH:26]=1)#[N:20].COCCOC. The catalyst is O. The product is [NH2:16][C:10]1[O:11][CH2:12][C:13]([F:15])([F:14])[C@@:8]2([C:17]3[C:5](=[CH:4][CH:3]=[C:2]([C:25]4[CH:26]=[C:21]([CH:22]=[CH:23][CH:24]=4)[C:19]#[N:20])[CH:18]=3)[CH2:6][CH2:7]2)[N:9]=1. The yield is 0.100. (2) The reactants are Cl[CH2:2][CH2:3][C:4]([NH:6][C:7]1[C:20]2[C:19](=[O:21])[C:18]3[C:13](=[CH:14][CH:15]=[CH:16][C:17]=3[NH:22][C:23](=[O:27])[CH2:24][CH2:25]Cl)[C:12](=[O:28])[C:11]=2[CH:10]=[CH:9][CH:8]=1)=[O:5].[N:29]1[CH:34]=[CH:33]C=C[CH:30]=1.[CH2:35]([NH:37][CH3:38])[CH3:36]. The catalyst is C1COCC1. The product is [CH2:34]([N:29]([CH3:30])[CH:24]([CH3:25])[C:23]([NH:22][C:17]1[C:18]2[C:19](=[O:21])[C:20]3[C:11](=[CH:10][CH:9]=[CH:8][C:7]=3[NH:6][C:4](=[O:5])[CH:3]([N:37]([CH3:38])[CH2:35][CH3:36])[CH3:2])[C:12](=[O:28])[C:13]=2[CH:14]=[CH:15][CH:16]=1)=[O:27])[CH3:33]. The yield is 0.790. (3) The reactants are CON(C)[C:4]([C:6]1[C:7]([O:12][CH2:13][C:14]2[CH:19]=[CH:18][C:17]([O:20][CH2:21][C:22]3[N:23]=[C:24]([C:28]4[CH:33]=[CH:32][CH:31]=[CH:30][CH:29]=4)[O:25][C:26]=3[CH3:27])=[C:16]([O:34][CH3:35])[CH:15]=2)=[N:8][N:9]([CH3:11])[CH:10]=1)=[O:5].[CH3:37][Mg]Br.Cl. The catalyst is O1CCCC1. The product is [CH3:35][O:34][C:16]1[CH:15]=[C:14]([CH:19]=[CH:18][C:17]=1[O:20][CH2:21][C:22]1[N:23]=[C:24]([C:28]2[CH:33]=[CH:32][CH:31]=[CH:30][CH:29]=2)[O:25][C:26]=1[CH3:27])[CH2:13][O:12][C:7]1[C:6]([C:4](=[O:5])[CH3:37])=[CH:10][N:9]([CH3:11])[N:8]=1. The yield is 0.970. (4) The product is [ClH:1].[CH2:2]1[CH2:6][O:5][C:4]2[CH:7]=[CH:8][C:9]3[CH2:10][CH2:11][C@@H:12]([CH2:14][CH2:15][NH2:16])[C:13]=3[C:3]1=2. The catalyst is C1(C)C=CC=CC=1. The yield is 0.730. The reactants are [ClH:1].[CH2:2]1[CH2:6][O:5][C:4]2[CH:7]=[CH:8][C:9]3[CH2:10][CH2:11]/[C:12](=[CH:14]\[CH2:15][NH2:16])/[C:13]=3[C:3]1=2.[OH-].[Na+]. (5) The reactants are [C:1](=[O:16])([O:14][CH3:15])[O:2][C:3]1[CH:8]=[CH:7][C:6]([F:9])=[CH:5][C:4]=1[C:10]([CH3:13])([CH3:12])[CH3:11].[N+:17]([O-:20])([OH:19])=[O:18]. The catalyst is OS(O)(=O)=O. The product is [C:1](=[O:16])([O:14][CH3:15])[O:2][C:3]1[CH:8]=[C:7]([N+:17]([O-:19])=[O:18])[C:6]([F:9])=[CH:5][C:4]=1[C:10]([CH3:11])([CH3:12])[CH3:13].[C:1](=[O:16])([O:14][CH3:15])[O:2][C:3]1[C:8]([N+:17]([O-:20])=[O:18])=[CH:7][C:6]([F:9])=[CH:5][C:4]=1[C:10]([CH3:11])([CH3:12])[CH3:13]. The yield is 0.550. (6) The reactants are [CH2:1]([O:3][C:4](=[O:19])[C@@H:5]1[CH2:9][C:8](=[CH2:10])[C:7](=[O:11])[N:6]1[C:12]([O:14][C:15]([CH3:18])([CH3:17])[CH3:16])=[O:13])[CH3:2]. The catalyst is CO.[Pt](=O)=O. The product is [CH2:1]([O:3][C:4](=[O:19])[C@@H:5]1[CH2:9][C@H:8]([CH3:10])[C:7](=[O:11])[N:6]1[C:12]([O:14][C:15]([CH3:16])([CH3:18])[CH3:17])=[O:13])[CH3:2]. The yield is 0.890. (7) The reactants are C([NH:11][CH2:12][CH2:13][CH2:14][CH2:15][C:16]1[CH:21]=[CH:20][CH:19]=[CH:18][C:17]=1[O:22][CH2:23][CH:24]([O:30][C:31](=[O:33])[CH3:32])[CH2:25][O:26][C:27](=[O:29])[CH3:28])(OCC1C=CC=CC=1)=O.C(O)(=O)C. The catalyst is CO.[Pd]. The product is [C:31]([O:30][CH:24]([CH2:25][O:26][C:27](=[O:29])[CH3:28])[CH2:23][O:22][C:17]1[CH:18]=[CH:19][CH:20]=[CH:21][C:16]=1[CH2:15][CH2:14][CH2:13][CH2:12][NH2:11])(=[O:33])[CH3:32]. The yield is 0.860.